This data is from Forward reaction prediction with 1.9M reactions from USPTO patents (1976-2016). The task is: Predict the product of the given reaction. (1) The product is: [CH2:3]([C:10]1[CH:15]=[CH:14][C:13]([O:16][C:19]2[CH:24]=[CH:23][CH:22]=[CH:21][N:20]=2)=[C:12]([Br:17])[CH:11]=1)[C:4]1[CH:5]=[CH:6][CH:7]=[CH:8][CH:9]=1. Given the reactants [H-].[Na+].[CH2:3]([C:10]1[CH:15]=[CH:14][C:13]([OH:16])=[C:12]([Br:17])[CH:11]=1)[C:4]1[CH:9]=[CH:8][CH:7]=[CH:6][CH:5]=1.F[C:19]1[CH:24]=[CH:23][CH:22]=[CH:21][N:20]=1.Cl, predict the reaction product. (2) Given the reactants [CH2:1](O)[CH2:2][CH2:3][CH2:4][CH2:5][CH2:6][CH2:7][CH2:8][CH2:9][CH2:10][CH2:11][CH2:12][CH2:13][CH2:14][CH2:15]C.[H][H], predict the reaction product. The product is: [CH3:15][CH2:14][CH2:13][CH2:12][CH2:11][CH2:10][CH2:9][CH2:8][CH2:7][CH2:6][CH2:5][CH2:4][CH2:3][CH2:2][CH3:1].